This data is from HIV replication inhibition screening data with 41,000+ compounds from the AIDS Antiviral Screen. The task is: Binary Classification. Given a drug SMILES string, predict its activity (active/inactive) in a high-throughput screening assay against a specified biological target. (1) The molecule is C=C1CN=C(Nc2ccc(Cl)cc2)S1. The result is 0 (inactive). (2) The molecule is COc1ccc(-c2c(C#N)c(O)n(C3OC(COC(C)=O)C(OC(C)=O)C(OC(C)=O)C3OC(C)=O)c(=S)c2C#N)cc1. The result is 0 (inactive). (3) The drug is Cc1ccc(C=C(C(=O)c2ccccc2)c2ccccc2)cc1. The result is 0 (inactive). (4) The result is 0 (inactive). The molecule is CSC(=NS(=O)(=O)c1ccc(Cl)cc1)NCCCCNC(=NS(=O)(=O)c1ccc(Cl)cc1)SC. (5) The compound is CC(C)(C)c1cc2c(O)c(c1)Cc1cc(C(C)(C)C)cc(c1O)Cc1cc(C(C)(C)C)cc(c1O)Cc1cc(C(C)(C)C)cc(c1O)C2. The result is 0 (inactive). (6) The compound is O=c1[nH]c(=O)n(C2CC(O)C(COP(=O)(On3nnc4ccccc43)N3CCCCC3)O2)cc1F. The result is 0 (inactive). (7) The molecule is CC1(C)C(C(=O)O)N2C(=O)C(NS(=O)(=O)c3ccc([N+](=O)[O-])cc3)C2S1(=O)=O.[NaH]. The result is 0 (inactive). (8) The compound is COc1cc2c3c(c1)[nH]c(=S)n3C(=O)C(c1ccccc1)S2. The result is 0 (inactive). (9) The molecule is Cc1cc2c(=O)cc(-c3ccccc3Cl)oc2c(C(=O)O)c1C. The result is 0 (inactive). (10) The drug is CCOc1cc2cnc3c4cc(OC)c(OC)cc4ccc3c2cc1OC. The result is 0 (inactive).